Dataset: Forward reaction prediction with 1.9M reactions from USPTO patents (1976-2016). Task: Predict the product of the given reaction. Given the reactants [CH3:1][C:2]1[O:12][C:5]2[CH2:6][N:7]([CH3:11])[CH2:8][CH:9]([OH:10])[C:4]=2[CH:3]=1.[Cl:13][C:14]1[CH:19]=[CH:18][C:17](O)=[CH:16][C:15]=1[CH2:21][CH3:22], predict the reaction product. The product is: [ClH:13].[Cl:13][C:14]1[CH:19]=[CH:18][C:17]([O:10][CH:9]2[CH2:8][N:7]([CH3:11])[CH2:6][C:5]3[O:12][C:2]([CH3:1])=[CH:3][C:4]2=3)=[CH:16][C:15]=1[CH2:21][CH3:22].